From a dataset of Forward reaction prediction with 1.9M reactions from USPTO patents (1976-2016). Predict the product of the given reaction. (1) Given the reactants COC1C=CC(C[NH:8][C:9]2[C:14]3[N:15]=[C:16]4[N:21]([C:13]=3[C:12]([CH3:23])=[C:11]([CH3:24])[N:10]=2)[C@@H:20]([CH3:22])[CH2:19][O:18][CH2:17]4)=CC=1.[OH-].[Na+].C(Cl)(Cl)Cl, predict the reaction product. The product is: [CH3:22][C@H:20]1[CH2:19][O:18][CH2:17][C:16]2=[N:15][C:14]3[C:9]([NH2:8])=[N:10][C:11]([CH3:24])=[C:12]([CH3:23])[C:13]=3[N:21]12. (2) Given the reactants [CH2:1]([O:3][C@@H:4]([CH2:8][C:9]1[CH:14]=[CH:13][C:12]([O:15][CH2:16][C:17]([C:19]2[CH:24]=[CH:23][CH:22]=[C:21]([O:25][CH3:26])[CH:20]=2)=[O:18])=[CH:11][CH:10]=1)[C:5]([OH:7])=O)[CH3:2].C(N(CC)C(C)C)(C)C.F[P-](F)(F)(F)(F)F.C[N+](C)=[C:45](N(C)C)[O:46][N:47]1[C:51]2N=CC=CC=2N=N1.Cl.CNOC, predict the reaction product. The product is: [CH2:1]([O:3][C@@H:4]([CH2:8][C:9]1[CH:14]=[CH:13][C:12]([O:15][CH2:16][C:17]([C:19]2[CH:24]=[CH:23][CH:22]=[C:21]([O:25][CH3:26])[CH:20]=2)=[O:18])=[CH:11][CH:10]=1)[C:5]([N:47]([O:46][CH3:45])[CH3:51])=[O:7])[CH3:2]. (3) Given the reactants [CH2:1]([O:3][C:4]([C:6]1[S:7][C:8](Br)=[C:9]([CH3:11])[N:10]=1)=[O:5])[CH3:2].[C:13]1(B(O)O)[C:22]2[C:17](=[CH:18][CH:19]=[CH:20][CH:21]=2)[CH:16]=[CH:15][CH:14]=1.C(=O)([O-])[O-].[Cs+].[Cs+], predict the reaction product. The product is: [CH2:1]([O:3][C:4]([C:6]1[S:7][C:8]([C:21]2[C:22]3[C:17](=[CH:16][CH:15]=[CH:14][CH:13]=3)[CH:18]=[CH:19][CH:20]=2)=[C:9]([CH3:11])[N:10]=1)=[O:5])[CH3:2]. (4) Given the reactants [BH4-].[Na+].[F:3][C:4]1[CH:12]=[C:11]([F:13])[CH:10]=[C:9]2[C:5]=1[CH2:6][CH2:7][C:8]2=[O:14].C(OCC)(=O)C.O, predict the reaction product. The product is: [F:3][C:4]1[CH:12]=[C:11]([F:13])[CH:10]=[C:9]2[C:5]=1[CH2:6][CH2:7][CH:8]2[OH:14]. (5) Given the reactants [C:1]([O:5][C@H:6]([CH3:21])[C@H:7]([NH:10][C:11](=[O:20])[O:12][CH2:13]C1C=CC=CC=1)CO)([CH3:4])([CH3:3])[CH3:2].[H-].[Na+].[CH3:24][O:25][C:26]1[CH:33]=[CH:32][C:29]([CH2:30]Cl)=[CH:28][CH:27]=1.CCOC(C)=O, predict the reaction product. The product is: [C:1]([O:5][C@@H:6]([C@H:7]1[CH2:13][O:12][C:11](=[O:20])[N:10]1[CH2:30][C:29]1[CH:32]=[CH:33][C:26]([O:25][CH3:24])=[CH:27][CH:28]=1)[CH3:21])([CH3:2])([CH3:3])[CH3:4]. (6) Given the reactants [Cl:1][C:2]1[CH:7]=[C:6]([Cl:8])[CH:5]=[CH:4][C:3]=1[C:9]1[N:10]=[C:11]([CH2:28][CH3:29])[C:12]([NH:17][C@H:18]2[C:26]3[C:21](=[CH:22][CH:23]=[CH:24][CH:25]=3)[CH2:20][C@H:19]2[OH:27])=[N:13][C:14]=1[CH2:15][CH3:16].[N+:30]([C:33]1[CH:41]=[CH:40][C:36]([C:37](O)=[O:38])=[CH:35][CH:34]=1)([O-:32])=[O:31].C1(P(C2C=CC=CC=2)C2C=CC=CC=2)C=CC=CC=1.CCOC(/N=N/C(OCC)=O)=O, predict the reaction product. The product is: [N+:30]([C:33]1[CH:34]=[CH:35][C:36]([C:37]([O:27][C@H:19]2[CH2:20][C:21]3[C:26](=[CH:25][CH:24]=[CH:23][CH:22]=3)[C@@H:18]2[NH:17][C:12]2[C:11]([CH2:28][CH3:29])=[N:10][C:9]([C:3]3[CH:4]=[CH:5][C:6]([Cl:8])=[CH:7][C:2]=3[Cl:1])=[C:14]([CH2:15][CH3:16])[N:13]=2)=[O:38])=[CH:40][CH:41]=1)([O-:32])=[O:31]. (7) Given the reactants C[O:2][C:3]1[CH:4]=[C:5]([C:11]([C@@H:13]2[C@:22]3([CH3:23])[C@H:17]([C:18]([CH3:25])([CH3:24])[CH2:19][CH2:20][CH2:21]3)[CH2:16][C@@H:15]([NH:26][C:27]([N:29]3[CH2:34][CH2:33][N:32]([CH3:35])[CH2:31][CH2:30]3)=[O:28])[C@H:14]2[CH3:36])=[O:12])[CH:6]=[C:7]([O:9]C)[CH:8]=1.B(Br)(Br)Br.CO, predict the reaction product. The product is: [OH:9][C:7]1[CH:6]=[C:5]([C:11]([C@@H:13]2[C@:22]3([CH3:23])[C@H:17]([C:18]([CH3:25])([CH3:24])[CH2:19][CH2:20][CH2:21]3)[CH2:16][C@@H:15]([NH:26][C:27]([N:29]3[CH2:34][CH2:33][N:32]([CH3:35])[CH2:31][CH2:30]3)=[O:28])[C@H:14]2[CH3:36])=[O:12])[CH:4]=[C:3]([OH:2])[CH:8]=1. (8) Given the reactants [CH:1]1([C:6]2[CH:11]=[C:10]([C:12]3[O:16][N:15]=[C:14]([C:17]4[CH:27]=[C:26]([CH3:28])[C:20]([O:21][CH2:22][CH2:23][CH2:24][NH2:25])=[C:19]([CH2:29][CH3:30])[CH:18]=4)[N:13]=3)[CH:9]=[C:8]([O:31][CH3:32])[N:7]=2)[CH2:5][CH2:4][CH2:3][CH2:2]1.[C:33](O)(=[O:36])[CH2:34][OH:35].CCN(C(C)C)C(C)C.CN(C(ON1N=NC2C=CC=CC1=2)=[N+](C)C)C.[B-](F)(F)(F)F, predict the reaction product. The product is: [CH:1]1([C:6]2[CH:11]=[C:10]([C:12]3[O:16][N:15]=[C:14]([C:17]4[CH:27]=[C:26]([CH3:28])[C:20]([O:21][CH2:22][CH2:23][CH2:24][NH:25][C:34](=[O:35])[CH2:33][OH:36])=[C:19]([CH2:29][CH3:30])[CH:18]=4)[N:13]=3)[CH:9]=[C:8]([O:31][CH3:32])[N:7]=2)[CH2:2][CH2:3][CH2:4][CH2:5]1. (9) Given the reactants [CH:1]1[C:6]([C@H:7]2[CH2:16][O:15][C:14]3[CH:13]=[C:12]([OH:17])[CH:11]=[CH:10][C:9]=3[CH2:8]2)=[CH:5][CH:4]=[C:3]([OH:18])[CH:2]=1.[OH:19][C:20]1C=CC(CC(O)=O)=C[CH:21]=1.[OH:30][C:31]1C=C(O)C=C[C:32]=1C=O.C(OC(=O)C)(=[O:42])C.C(N(C(C)C)CC)(C)C.CN(C)C.C(N(C(C)C)C(C)C)(C)C.CN1CCCCC1.C(=O)(O)[O-].[Na+].C(=O)(O)[O-].[K+].C(=O)([O-])[O-].[K+].[K+].C(=O)([O-])[O-].[Na+].[Na+], predict the reaction product. The product is: [C:20]([O:18][C:3]1[CH:4]=[CH:5][C:6]([C:7]2[C:16](=[O:42])[O:15][C:14]3[C:9]([CH:8]=2)=[CH:10][CH:11]=[C:12]([O:17][C:31](=[O:30])[CH3:32])[CH:13]=3)=[CH:1][CH:2]=1)(=[O:19])[CH3:21]. (10) The product is: [Cl:1][C:2]1[CH:7]=[CH:6][C:5]([S:8]([NH:11][C:12]2[CH:17]=[CH:16][C:15]([C:18]#[N:19])=[CH:14][C:13]=2[N+:20]([O-:22])=[O:21])(=[O:10])=[O:9])=[CH:4][CH:3]=1. Given the reactants [Cl:1][C:2]1[CH:7]=[CH:6][C:5]([S:8]([NH:11][C:12]2[CH:17]=[CH:16][C:15]([C:18]#[N:19])=[CH:14][CH:13]=2)(=[O:10])=[O:9])=[CH:4][CH:3]=1.[N+:20]([O-])([OH:22])=[O:21].O, predict the reaction product.